Predict the reactants needed to synthesize the given product. From a dataset of Full USPTO retrosynthesis dataset with 1.9M reactions from patents (1976-2016). (1) Given the product [Cl:1][C:2]1[C:7]([CH:8]2[CH2:10][CH2:9]2)=[CH:6][C:5]([NH:11][CH2:12][C:13]([OH:15])=[O:14])=[C:4]([OH:18])[CH:3]=1, predict the reactants needed to synthesize it. The reactants are: [Cl:1][C:2]1[C:7]([CH:8]2[CH2:10][CH2:9]2)=[CH:6][C:5]([NH:11][CH2:12][C:13]([O:15]CC)=[O:14])=[C:4]([OH:18])[CH:3]=1.O1CCCC1.O[Li].O.Cl. (2) The reactants are: C(OC([NH:11][C@H:12]1[CH2:18][CH2:17][CH2:16][CH2:15][N:14]([CH2:19][C:20]([O:22][C:23]([CH3:26])([CH3:25])[CH3:24])=[O:21])[C:13]1=[O:27])=O)C1C=CC=CC=1. Given the product [NH2:11][C@H:12]1[CH2:18][CH2:17][CH2:16][CH2:15][N:14]([CH2:19][C:20]([O:22][C:23]([CH3:25])([CH3:24])[CH3:26])=[O:21])[C:13]1=[O:27], predict the reactants needed to synthesize it. (3) Given the product [CH3:13][O:12][C:9]1[CH:10]=[C:11]2[C:6]([C:5]([C:14]3[CH:19]=[CH:18][C:17]([CH2:20][O:21][CH3:22])=[CH:16][CH:15]=3)=[N:4][N:3]=[C:2]2[NH:23][CH:24]2[CH2:25][CH2:26][N:27]([CH2:30][C:31]3[CH:40]=[CH:39][C:38]4[C:33](=[CH:34][CH:35]=[CH:36][CH:37]=4)[CH:32]=3)[CH2:28][CH2:29]2)=[CH:7][CH:8]=1, predict the reactants needed to synthesize it. The reactants are: Cl[C:2]1[C:11]2[C:6](=[CH:7][CH:8]=[C:9]([O:12][CH3:13])[CH:10]=2)[C:5]([C:14]2[CH:19]=[CH:18][C:17]([CH2:20][O:21][CH3:22])=[CH:16][CH:15]=2)=[N:4][N:3]=1.[NH2:23][CH:24]1[CH2:29][CH2:28][N:27]([CH2:30][C:31]2[CH:40]=[CH:39][C:38]3[C:33](=[CH:34][CH:35]=[CH:36][CH:37]=3)[CH:32]=2)[CH2:26][CH2:25]1. (4) Given the product [CH3:1][O:2][CH2:3][CH2:4][CH2:5][O:6][C:7]1[CH:8]=[C:9]([CH:41]=[CH:42][C:43]=1[O:44][CH3:45])[CH2:10][C@H:11]([CH:38]([CH3:40])[CH3:39])[CH2:12][C@H:13]([NH2:30])[C@@H:14]([OH:29])[CH2:15][NH:16][C:17]1[C:18](=[O:28])[C:19](=[O:27])[C:20]=1[CH2:21][CH2:22][CH2:23][CH2:24][CH2:25][CH3:26], predict the reactants needed to synthesize it. The reactants are: [CH3:1][O:2][CH2:3][CH2:4][CH2:5][O:6][C:7]1[CH:8]=[C:9]([CH:41]=[CH:42][C:43]=1[O:44][CH3:45])[CH2:10][C@H:11]([CH:38]([CH3:40])[CH3:39])[CH2:12][C@H:13]([NH:30]C(OC(C)(C)C)=O)[C@@H:14]([OH:29])[CH2:15][NH:16][C:17]1[C:18](=[O:28])[C:19](=[O:27])[C:20]=1[CH2:21][CH2:22][CH2:23][CH2:24][CH2:25][CH3:26]. (5) Given the product [O:1]=[C:2]1[CH2:6][CH2:5][CH2:4][CH:3]1[CH2:7][C:8]([O:10][CH2:16][CH3:17])=[O:9], predict the reactants needed to synthesize it. The reactants are: [O:1]=[C:2]1[CH2:6][CH2:5][CH2:4][CH:3]1[CH2:7][C:8]([OH:10])=[O:9].OS(O)(=O)=O.[CH2:16](O)[CH3:17].